This data is from CYP2C19 inhibition data for predicting drug metabolism from PubChem BioAssay. The task is: Regression/Classification. Given a drug SMILES string, predict its absorption, distribution, metabolism, or excretion properties. Task type varies by dataset: regression for continuous measurements (e.g., permeability, clearance, half-life) or binary classification for categorical outcomes (e.g., BBB penetration, CYP inhibition). Dataset: cyp2c19_veith. (1) The compound is O=C(Nc1cccc2ncccc12)c1cccc(F)c1. The result is 0 (non-inhibitor). (2) The compound is O=C(N/N=C/c1ccc(Cl)cc1Cl)c1cccc(F)c1. The result is 1 (inhibitor). (3) The molecule is N#CCSc1sc(C#N)c(NC(=O)c2ccccc2)c1-c1ccccc1. The result is 1 (inhibitor). (4) The molecule is O=c1[nH]c2ccccc2n1CCCN1CCN(C(c2ccccc2)c2ccccc2)CC1. The result is 0 (non-inhibitor).